From a dataset of Forward reaction prediction with 1.9M reactions from USPTO patents (1976-2016). Predict the product of the given reaction. (1) Given the reactants [CH3:1][N:2]1[CH:6]=[CH:5][C:4]([NH:7][C:8]2[C:17]3[C:12](=[CH:13][CH:14]=[C:15]([OH:18])[CH:16]=3)[N:11]=[CH:10][N:9]=2)=[N:3]1.[Cl:19][C:20]1[C:21](F)=[N:22][CH:23]=[C:24]([O:26]CCC2OCCO2)[CH:25]=1, predict the reaction product. The product is: [Cl:19][C:20]1[CH:25]=[C:24]([OH:26])[CH:23]=[N:22][C:21]=1[O:18][C:15]1[CH:16]=[C:17]2[C:12](=[CH:13][CH:14]=1)[N:11]=[CH:10][N:9]=[C:8]2[NH:7][C:4]1[CH:5]=[CH:6][N:2]([CH3:1])[N:3]=1. (2) The product is: [I:1][C:2]1[C:3]([O:10][C:33]2[CH:32]=[CH:31][C:30]([NH:29][C:26]3[CH:25]=[CH:24][C:23]([CH3:22])=[CH:28][N:27]=3)=[CH:35][CH:34]=2)=[N:4][C:5]([O:8][CH3:9])=[N:6][CH:7]=1. Given the reactants [I:1][C:2]1[C:3](=[O:10])[N:4]=[C:5]([O:8][CH3:9])[NH:6][CH:7]=1.N12CCCN=C1CCCCC2.[CH3:22][C:23]1[CH:24]=[CH:25][C:26]([NH:29][C:30]2[CH:35]=[CH:34][C:33](O)=[CH:32][CH:31]=2)=[N:27][CH:28]=1, predict the reaction product.